The task is: Predict the reactants needed to synthesize the given product.. This data is from Full USPTO retrosynthesis dataset with 1.9M reactions from patents (1976-2016). (1) Given the product [OH:26][CH2:27][C:28]([CH3:32])([CH3:31])[C:29]#[C:30][C:2]1[CH:3]=[CH:4][C:5]2[O:11][CH2:10][CH2:9][N:8]3[CH:12]=[C:13]([C:15]([NH2:17])=[O:16])[N:14]=[C:7]3[C:6]=2[CH:18]=1, predict the reactants needed to synthesize it. The reactants are: Br[C:2]1[CH:3]=[CH:4][C:5]2[O:11][CH2:10][CH2:9][N:8]3[CH:12]=[C:13]([C:15]([NH2:17])=[O:16])[N:14]=[C:7]3[C:6]=2[CH:18]=1.C([Si]([O:26][CH2:27][C:28]([CH3:32])([CH3:31])[C:29]#[CH:30])(C)C)(C)(C)C.[Si](O[Si](C(C)(C)C)(C)C)(C(C)(C)C)(C)C. (2) Given the product [CH3:14][O:15][C:16](=[O:23])[CH2:17][CH2:18][CH2:19][C:20]1[O:22][CH:2]=[C:3]([C:5]2[CH:10]=[CH:9][CH:8]=[CH:7][C:6]=2[N+:11]([O-:13])=[O:12])[N:21]=1, predict the reactants needed to synthesize it. The reactants are: Br[CH2:2][C:3]([C:5]1[CH:10]=[CH:9][CH:8]=[CH:7][C:6]=1[N+:11]([O-:13])=[O:12])=O.[CH3:14][O:15][C:16](=[O:23])[CH2:17][CH2:18][CH2:19][C:20](=[O:22])[NH2:21]. (3) Given the product [CH:30]([C:22]1[CH:23]=[C:24]2[C:29](=[C:20]([C:16]3[CH:15]=[C:14]([CH:19]=[CH:18][CH:17]=3)[CH2:13][O:12][C:9]3[CH:10]=[CH:11][C:6]([C:9]([OH:12])([CH3:10])[CH3:8])=[CH:7][CH:8]=3)[CH:21]=1)[N:28]=[CH:27][CH:26]=[CH:25]2)([CH3:32])[CH3:31], predict the reactants needed to synthesize it. The reactants are: C(OC(=O)[C:6]1[CH:11]=[CH:10][C:9]([O:12][CH2:13][C:14]2[CH:19]=[CH:18][CH:17]=[C:16]([C:20]3[CH:21]=[C:22]([CH:30]([CH3:32])[CH3:31])[CH:23]=[C:24]4[C:29]=3[N:28]=[CH:27][CH:26]=[CH:25]4)[CH:15]=2)=[CH:8][CH:7]=1)(C)C. (4) The reactants are: [CH2:1]([C:4]([F:22])([F:21])[C:5]([F:20])([F:19])[C:6]([F:18])([F:17])[C:7]([F:16])([F:15])[C:8]([F:14])([F:13])[C:9]([F:12])([F:11])[F:10])[CH2:2][OH:3].[C:23](O)(=[O:26])[C:24]#[CH:25].C1(N=C=NC2CCCCC2)CCCCC1. Given the product [C:23]([O:3][CH2:2][CH2:1][C:4]([F:21])([F:22])[C:5]([F:19])([F:20])[C:6]([F:17])([F:18])[C:7]([F:15])([F:16])[C:8]([F:13])([F:14])[C:9]([F:12])([F:11])[F:10])(=[O:26])[C:24]#[CH:25], predict the reactants needed to synthesize it. (5) Given the product [CH3:1][O:2][C:3]1[CH:8]=[CH:7][C:6]([NH:9][C:10]([C:12]2[CH:17]=[CH:16][C:15]([C:18]3[CH:23]=[CH:22][CH:21]=[CH:20][CH:19]=3)=[CH:14][CH:13]=2)=[O:11])=[CH:5][C:4]=1[NH:24][C:25](=[O:35])[CH2:26][N:27]1[CH2:28][CH2:29][N:40]([CH3:38])[CH2:32][CH2:33]1, predict the reactants needed to synthesize it. The reactants are: [CH3:1][O:2][C:3]1[CH:8]=[CH:7][C:6]([NH:9][C:10]([C:12]2[CH:17]=[CH:16][C:15]([C:18]3[CH:23]=[CH:22][CH:21]=[CH:20][CH:19]=3)=[CH:14][CH:13]=2)=[O:11])=[CH:5][C:4]=1[NH:24][C:25](=[O:35])[CH2:26][N:27]1[CH2:33][CH:32]2O[CH:29](CC2)[CH2:28]1.ClC[C:38]([NH:40]C1C=C(NC(C2C=CC(C3C=CC=CC=3)=CC=2)=O)C=CC=1OC)=O.CN1CCNCC1.C(N(CC)CC)C. (6) Given the product [NH3:2].[ClH:13].[OH:12][C:8]1[NH:9][C:10]2[C:6]([C:7]=1[C:14]1[CH:15]=[CH:16][C:17]([S:20]([N:23]3[CH2:28][CH2:27][N:26]([CH3:29])[CH2:25][CH2:24]3)(=[O:22])=[O:21])=[CH:18][N:19]=1)=[CH:5][CH:4]=[C:3]([C:1]#[N:2])[CH:11]=2, predict the reactants needed to synthesize it. The reactants are: [C:1]([C:3]1[CH:11]=[C:10]2[C:6]([CH2:7][C:8](=[O:12])[NH:9]2)=[CH:5][CH:4]=1)#[N:2].[Cl:13][C:14]1[N:19]=[CH:18][C:17]([S:20]([N:23]2[CH2:28][CH2:27][N:26]([CH3:29])[CH2:25][CH2:24]2)(=[O:22])=[O:21])=[CH:16][CH:15]=1.